From a dataset of Forward reaction prediction with 1.9M reactions from USPTO patents (1976-2016). Predict the product of the given reaction. (1) Given the reactants [NH2:1][C:2]1([C:7]([OH:9])=O)[CH2:6][CH2:5][CH2:4][CH2:3]1.O[CH2:11][C:12]1(N)[CH2:16][CH2:15][CH2:14][CH2:13]1.OCCN.C1(=O)CCCCC1, predict the reaction product. The product is: [CH2:3]1[C:2]2([CH2:7][O:9][C:11]3([CH2:12][CH2:16][CH2:15][CH2:14][CH2:13]3)[NH:1]2)[CH2:6][CH2:5][CH2:4]1. (2) Given the reactants [C:1]([NH:4][C:5]([CH2:16][C:17](=[O:37])[C:18]1[CH:23]=[CH:22][C:21]([O:24][C:25]2[CH:30]=[CH:29][C:28]([C:31]3[N:36]=[CH:35][CH:34]=[CH:33][N:32]=3)=[CH:27][CH:26]=2)=[CH:20][CH:19]=1)([C:11](OCC)=[O:12])[C:6](OCC)=[O:7])(=[O:3])[CH3:2].OP([O-])([O-])=O.[K+].[K+].[BH4-].[Na+].[OH-].[Na+], predict the reaction product. The product is: [OH:7][CH2:6][C:5]([NH:4][C:1](=[O:3])[CH3:2])([CH2:11][OH:12])[CH2:16][CH:17]([OH:37])[C:18]1[CH:23]=[CH:22][C:21]([O:24][C:25]2[CH:30]=[CH:29][C:28]([C:31]3[N:32]=[CH:33][CH:34]=[CH:35][N:36]=3)=[CH:27][CH:26]=2)=[CH:20][CH:19]=1. (3) Given the reactants P([O-])([O-])([O-])=O.[K+].[K+].[K+].[CH3:9][C:10]1[CH:15]=[CH:14][CH:13]=[CH:12][C:11]=1B(O)O.Br[C:20]1[CH:21]=[CH:22][CH:23]=[C:24]2[C:28]=1[CH2:27][CH:26]=[CH:25]2, predict the reaction product. The product is: [CH3:9][C:10]1[CH:15]=[CH:14][CH:13]=[CH:12][C:11]=1[C:23]1[CH:22]=[CH:21][CH:20]=[C:28]2[C:24]=1[CH:25]=[CH:26][CH2:27]2. (4) Given the reactants [F:1][C:2]1[C:3]([NH:12][C:13]2([CH3:19])[CH2:17][CH2:16][CH2:15][CH:14]2[NH2:18])=[N:4][CH:5]=[C:6]([C:8]([F:11])([F:10])[F:9])[CH:7]=1.CN1CCOCC1.[B-](F)(F)(F)F.CCOC(C(C#N)=NOC(N(C)C)=[N+](C)C)=O.[N:49]1[CH:54]=[CH:53][CH:52]=[N:51][C:50]=1[C:55]1[C:56]([C:61](O)=[O:62])=[N:57][CH:58]=[CH:59][CH:60]=1, predict the reaction product. The product is: [F:1][C:2]1[C:3]([NH:12][C:13]2([CH3:19])[CH2:17][CH2:16][CH2:15][CH:14]2[NH:18][C:61]([C:56]2[C:55]([C:50]3[N:49]=[CH:54][CH:53]=[CH:52][N:51]=3)=[CH:60][CH:59]=[CH:58][N:57]=2)=[O:62])=[N:4][CH:5]=[C:6]([C:8]([F:11])([F:9])[F:10])[CH:7]=1. (5) Given the reactants [CH3:1][O:2][C:3](=[O:16])[CH2:4][C@@H:5]([C:9]1[CH:14]=[CH:13][C:12]([OH:15])=[CH:11][CH:10]=1)[C:6]#[C:7][CH3:8].C(=O)([O-])[O-].[Cs+].[Cs+].S(O[CH2:28][C:29]1[CH:34]=[CH:33][CH:32]=[C:31]([CH2:35][N:36]2[CH2:41][CH2:40][C:39]3[S:42][CH:43]=[CH:44][C:38]=3[CH2:37]2)[CH:30]=1)(=O)(=O)C.[ClH:45], predict the reaction product. The product is: [ClH:45].[S:42]1[C:39]2[CH2:40][CH2:41][N:36]([CH2:35][C:31]3[CH:30]=[C:29]([CH:34]=[CH:33][CH:32]=3)[CH2:28][O:15][C:12]3[CH:11]=[CH:10][C:9]([C@@H:5]([C:6]#[C:7][CH3:8])[CH2:4][C:3]([O:2][CH3:1])=[O:16])=[CH:14][CH:13]=3)[CH2:37][C:38]=2[CH:44]=[CH:43]1. (6) Given the reactants [CH3:1]C(C)=O.[Br:5][C:6]1[C:11]([OH:12])=[C:10]([F:13])[C:9]([Cl:14])=[CH:8][CH:7]=1.C(=O)([O-])[O-].[K+].[K+].IC, predict the reaction product. The product is: [Br:5][C:6]1[CH:7]=[CH:8][C:9]([Cl:14])=[C:10]([F:13])[C:11]=1[O:12][CH3:1]. (7) Given the reactants [NH:1]1[CH:5]=[CH:4][N:3]=[C:2]1[CH2:6][C:7]#[N:8].C([O:11][C:12](=O)[CH:13]([CH2:17][C:18]1[CH:23]=[CH:22][CH:21]=[CH:20][CH:19]=1)[C:14]([CH3:16])=O)C.C([O-])(=O)C.[NH4+], predict the reaction product. The product is: [CH2:17]([C:13]1[C:12](=[O:11])[N:1]2[CH:5]=[CH:4][NH:3][C:2]2=[C:6]([C:7]#[N:8])[C:14]=1[CH3:16])[C:18]1[CH:23]=[CH:22][CH:21]=[CH:20][CH:19]=1. (8) The product is: [F:22][P-:23]([F:28])([F:27])([F:26])([F:25])[F:24].[CH3:21][C:1]1[CH:6]=[C:5]([CH3:7])[CH:4]=[C:3]([CH3:8])[C:2]=1[NH+:9]1[CH:30]=[C:31]([CH3:32])[N:11]([C:12]2[C:13]([CH3:20])=[CH:14][C:15]([CH3:19])=[CH:16][C:17]=2[CH3:18])[NH:10]1. Given the reactants [C:1]1([CH3:21])[CH:6]=[C:5]([CH3:7])[CH:4]=[C:3]([CH3:8])[C:2]=1[N:9]=[N:10][NH:11][C:12]1[C:17]([CH3:18])=[CH:16][C:15]([CH3:19])=[CH:14][C:13]=1[CH3:20].[F:22][P-:23]([F:28])([F:27])([F:26])([F:25])[F:24].[K+].[CH2:30](Br)[CH:31]=[CH2:32].ClOC(C)(C)C, predict the reaction product. (9) Given the reactants [Cl:1][C:2]1[CH:7]=[CH:6][C:5]([CH:8]2[CH2:13][CH2:12][N:11]([C:14]([O:16][C:17]([CH3:20])([CH3:19])[CH3:18])=[O:15])[CH2:10][CH:9]2[C:21]([O:23]C)=[O:22])=[CH:4][CH:3]=1.[Li+].[OH-].C(O)(=O)C, predict the reaction product. The product is: [C:17]([O:16][C:14]([N:11]1[CH2:12][CH2:13][CH:8]([C:5]2[CH:4]=[CH:3][C:2]([Cl:1])=[CH:7][CH:6]=2)[CH:9]([C:21]([OH:23])=[O:22])[CH2:10]1)=[O:15])([CH3:20])([CH3:18])[CH3:19]. (10) Given the reactants C(OC(=O)C)(=O)C.[Cl:8][C:9]1[CH:10]=[C:11]2[C:16](=[CH:17][CH:18]=1)[N:15]=[C:14]([C:19]([OH:21])=[O:20])[C:13]([C:22]([OH:24])=O)=[C:12]2[C:25]1[CH:30]=[CH:29][CH:28]=[CH:27][CH:26]=1.N#N.N1C=CC=CC=1, predict the reaction product. The product is: [Cl:8][C:9]1[CH:18]=[CH:17][C:16]2[N:15]=[C:14]3[C:19](=[O:21])[O:20][C:22](=[O:24])[C:13]3=[C:12]([C:25]3[CH:26]=[CH:27][CH:28]=[CH:29][CH:30]=3)[C:11]=2[CH:10]=1.